This data is from Forward reaction prediction with 1.9M reactions from USPTO patents (1976-2016). The task is: Predict the product of the given reaction. (1) Given the reactants [OH-].[K+].[N:3]1[CH:8]=[CH:7][C:6]([C:9]([O:11][CH3:12])=[O:10])=[CH:5][C:4]=1[C:13]([O:15]C)=[O:14], predict the reaction product. The product is: [CH3:12][O:11][C:9]([C:6]1[CH:7]=[CH:8][N:3]=[C:4]([C:13]([OH:15])=[O:14])[CH:5]=1)=[O:10]. (2) Given the reactants O=C1C2C(=CC=CC=2)C(=O)[N:3]1[CH2:12][C@H:13]1[O:17][C:16]([CH3:19])([CH3:18])[O:15][C@@H:14]1[CH2:20][NH:21][C:22](=[O:28])[O:23][C:24]([CH3:27])([CH3:26])[CH3:25].NN, predict the reaction product. The product is: [NH2:3][CH2:12][C@H:13]1[O:17][C:16]([CH3:18])([CH3:19])[O:15][C@@H:14]1[CH2:20][NH:21][C:22](=[O:28])[O:23][C:24]([CH3:27])([CH3:26])[CH3:25]. (3) Given the reactants C([O-])([O-])=O.[Na+].[Na+].Cl[C:8]1[N:13]2[N:14]=[CH:15][C:16]([CH2:17][C:18]3[CH:23]=[CH:22][CH:21]=[C:20]([C:24]([F:27])([F:26])[F:25])[C:19]=3[CH3:28])=[C:12]2[N:11]=[C:10]([N:29]2[CH2:34][CH2:33][O:32][CH2:31][CH2:30]2)[CH:9]=1.[NH:35]1[CH:39]=[C:38](B(O)O)[CH:37]=[N:36]1, predict the reaction product. The product is: [CH3:28][C:19]1[C:20]([C:24]([F:27])([F:26])[F:25])=[CH:21][CH:22]=[CH:23][C:18]=1[CH2:17][C:16]1[CH:15]=[N:14][N:13]2[C:8]([C:38]3[CH:39]=[N:35][NH:36][CH:37]=3)=[CH:9][C:10]([N:29]3[CH2:34][CH2:33][O:32][CH2:31][CH2:30]3)=[N:11][C:12]=12. (4) Given the reactants [F:1][C:2]([F:13])([F:12])[O:3][C:4]1[CH:11]=[CH:10][C:7]([CH:8]=O)=[CH:6][CH:5]=1.[N+:14]([CH3:17])([O-:16])=[O:15].C([O-])(=O)C.[NH4+], predict the reaction product. The product is: [F:1][C:2]([F:13])([F:12])[O:3][C:4]1[CH:11]=[CH:10][C:7]([CH:8]=[CH:17][N+:14]([O-:16])=[O:15])=[CH:6][CH:5]=1.